Dataset: Reaction yield outcomes from USPTO patents with 853,638 reactions. Task: Predict the reaction yield, written as a fraction of the theoretical maximum amount of product (1.0 means a 100% yield; for example, 0.34 means a 34% yield). (1) The reactants are [NH2:1][C:2]1[NH:6][N:5]=[C:4]([CH:7]2[CH2:12][CH2:11][N:10](C(=O)C)[CH2:9][CH2:8]2)[C:3]=1[C:16]1[S:17][C:18]2[CH:24]=[CH:23][CH:22]=[CH:21][C:19]=2[N:20]=1.[OH-].[Na+].[Na+].[Cl-]. The catalyst is Cl. The product is [NH3:1].[S:17]1[C:18]2[CH:24]=[CH:23][CH:22]=[CH:21][C:19]=2[N:20]=[C:16]1[C:3]1[C:4]([CH:7]2[CH2:8][CH2:9][NH:10][CH2:11][CH2:12]2)=[N:5][NH:6][C:2]=1[NH2:1]. The yield is 0.0100. (2) The reactants are [CH:1]1([CH2:7][CH2:8][CH2:9][CH2:10][C:11]2[N:15]([CH2:16][CH2:17][OH:18])[C:14]3[CH:19]=[CH:20][CH:21]=[CH:22][C:13]=3[N:12]=2)[CH2:6][CH2:5][CH2:4][CH2:3][CH2:2]1.CCN(CC)CC.[CH3:30][S:31](Cl)(=[O:33])=[O:32]. The catalyst is C(Cl)Cl. The product is [CH3:30][S:31]([O:18][CH2:17][CH2:16][N:15]1[C:14]2[CH:19]=[CH:20][CH:21]=[CH:22][C:13]=2[N:12]=[C:11]1[CH2:10][CH2:9][CH2:8][CH2:7][CH:1]1[CH2:6][CH2:5][CH2:4][CH2:3][CH2:2]1)(=[O:33])=[O:32]. The yield is 0.980. (3) The catalyst is C1COCC1.CO. The reactants are C([O:5][C:6](=[O:34])[CH2:7][N:8]1[C:16]2[C:11](=[CH:12][CH:13]=[C:14]([O:17][CH2:18][C:19]3[CH:23]=[C:22]([C:24]4[CH:29]=[CH:28][C:27]([C:30]([F:33])([F:32])[F:31])=[CH:26][CH:25]=4)[NH:21][N:20]=3)[CH:15]=2)[CH:10]=[CH:9]1)(C)(C)C.[Li+].[OH-]. The yield is 0.680. The product is [F:33][C:30]([F:31])([F:32])[C:27]1[CH:28]=[CH:29][C:24]([C:22]2[NH:21][N:20]=[C:19]([CH2:18][O:17][C:14]3[CH:15]=[C:16]4[C:11]([CH:10]=[CH:9][N:8]4[CH2:7][C:6]([OH:34])=[O:5])=[CH:12][CH:13]=3)[CH:23]=2)=[CH:25][CH:26]=1. (4) The reactants are [H-].[H-].[H-].[H-].[Li+].[Al+3].C([O:9][C:10](=O)[C:11]([CH3:37])([CH3:36])[CH2:12][C:13]1[CH:18]=[CH:17][CH:16]=[C:15]([C:19](=[O:35])[C:20]2[CH:25]=[CH:24][CH:23]=[C:22]([CH2:26][C:27]([C:30](OCC)=[O:31])([CH3:29])[CH3:28])[CH:21]=2)[CH:14]=1)C.C(OCC)(=O)C.Cl. The catalyst is CC(OC)(C)C. The product is [OH:35][CH:19]([C:15]1[CH:16]=[CH:17][CH:18]=[C:13]([CH2:12][C:11]([CH3:37])([CH3:36])[CH2:10][OH:9])[CH:14]=1)[C:20]1[CH:21]=[C:22]([CH2:26][C:27]([CH3:29])([CH3:28])[CH2:30][OH:31])[CH:23]=[CH:24][CH:25]=1. The yield is 0.900. (5) The reactants are [Br:1][C:2]1[C:3]([F:12])=[C:4]2[C:10]([NH2:11])=[CH:9][NH:8][C:5]2=[N:6][CH:7]=1.[CH3:13][CH:14]([CH3:19])[CH2:15][C:16](O)=[O:17].C(N(CC)CC)C. The catalyst is C(Cl)Cl. The product is [Br:1][C:2]1[C:3]([F:12])=[C:4]2[C:10]([NH:11][C:16](=[O:17])[CH2:15][CH:14]([CH3:19])[CH3:13])=[CH:9][NH:8][C:5]2=[N:6][CH:7]=1. The yield is 0.670. (6) The product is [CH:24]([O:26][CH2:27][CH2:28][O:29][NH:30][C:20]([C:10]1[C:9]([NH:8][C:5]2[CH:6]=[CH:7][C:2]([Br:1])=[CH:3][C:4]=2[Cl:23])=[C:18]([Cl:19])[C:13]2[N:14]=[CH:15][N:16]([CH3:17])[C:12]=2[CH:11]=1)=[O:22])=[CH2:25]. The catalyst is CCOC(C)=O.CN(C)C=O. The reactants are [Br:1][C:2]1[CH:7]=[CH:6][C:5]([NH:8][C:9]2[C:10]([C:20]([OH:22])=O)=[CH:11][C:12]3[N:16]([CH3:17])[CH:15]=[N:14][C:13]=3[C:18]=2[Cl:19])=[C:4]([Cl:23])[CH:3]=1.[CH:24]([O:26][CH2:27][CH2:28][O:29][NH2:30])=[CH2:25].C1C=CC2N(O)N=NC=2C=1.C(N(CC)CC)C.CCN=C=NCCCN(C)C.Cl. The yield is 0.850. (7) The reactants are [N+:1]([C:4]1[CH:5]=[CH:6][CH:7]=[C:8]2[C:12]=1[NH:11][C:10]([C:13]1[S:17][N:16]=[CH:15][N:14]=1)=[CH:9]2)([O-])=O.O1CCCC1.O.NN. The catalyst is O.O.O.O.O.O.[Fe](Cl)(Cl)Cl.CO. The product is [S:17]1[C:13]([C:10]2[NH:11][C:12]3[C:8]([CH:9]=2)=[CH:7][CH:6]=[CH:5][C:4]=3[NH2:1])=[N:14][CH:15]=[N:16]1. The yield is 0.940. (8) The reactants are [Cl:1][C:2]1[CH:7]=[C:6]([NH:8][C:9]2[N:17]=[C:16]3[C:12]([N:13]=[C:14]([CH3:24])[N:15]3[CH:18]3[CH2:23][CH2:22][O:21][CH2:20][CH2:19]3)=[C:11]([C:25]3[CH:30]=[CH:29][N:28]=[CH:27][CH:26]=3)[N:10]=2)[C:5]([NH2:31])=[CH:4][CH:3]=1.[CH3:32]OC(OC)OC.CS(O)(=O)=O. The yield is 0.220. The product is [Cl:1][C:2]1[CH:3]=[CH:4][C:5]2[N:31]=[CH:32][N:8]([C:9]3[N:17]=[C:16]4[C:12]([N:13]=[C:14]([CH3:24])[N:15]4[CH:18]4[CH2:23][CH2:22][O:21][CH2:20][CH2:19]4)=[C:11]([C:25]4[CH:26]=[CH:27][N:28]=[CH:29][CH:30]=4)[N:10]=3)[C:6]=2[CH:7]=1. The catalyst is CO. (9) The reactants are [N+:1]([CH:4]=[CH:5][C:6]1[CH:14]=[C:13]2[C:9]([CH:10]=[CH:11][NH:12]2)=[CH:8][CH:7]=1)([O-])=O.[H-].[Al+3].[Li+].[H-].[H-].[H-].O.[OH-].[Na+]. The catalyst is O1CCCC1. The product is [NH:12]1[C:13]2[C:9](=[CH:8][CH:7]=[C:6]([CH2:5][CH2:4][NH2:1])[CH:14]=2)[CH:10]=[CH:11]1. The yield is 0.620.